Dataset: Forward reaction prediction with 1.9M reactions from USPTO patents (1976-2016). Task: Predict the product of the given reaction. (1) Given the reactants C[O-].[Na+].[N+:4]([C:7]1[CH:8]=[C:9]2[C:13](=[CH:14][CH:15]=1)[NH:12][CH:11]=[CH:10]2)([O-:6])=[O:5].O=[C:17]1[CH2:22][CH2:21][N:20]([C:23]([O:25][C:26]([CH3:29])([CH3:28])[CH3:27])=[O:24])[CH2:19][CH2:18]1.C(OCC)(=O)C, predict the reaction product. The product is: [N+:4]([C:7]1[CH:8]=[C:9]2[C:13](=[CH:14][CH:15]=1)[NH:12][CH:11]=[C:10]2[C:17]1[CH2:22][CH2:21][N:20]([C:23]([O:25][C:26]([CH3:29])([CH3:28])[CH3:27])=[O:24])[CH2:19][CH:18]=1)([O-:6])=[O:5]. (2) Given the reactants [CH2:1]([C:3]1[C:10](I)=[C:9]([NH:12][C:13]2[C:14]([CH3:22])=[C:15]3[C:19](=[CH:20][CH:21]=2)[NH:18][CH:17]=[CH:16]3)[C:6]([C:7]#[N:8])=[CH:5][N:4]=1)[CH3:2].[CH3:23][O:24][C:25]1[CH:26]=[C:27](B(O)O)[CH:28]=[CH:29][C:30]=1[O:31][CH3:32].C(=O)(O)[O-].[Na+], predict the reaction product. The product is: [CH3:23][O:24][C:25]1[CH:26]=[C:27]([C:10]2[C:3]([CH2:1][CH3:2])=[N:4][CH:5]=[C:6]([C:9]=2[NH:12][C:13]2[C:14]([CH3:22])=[C:15]3[C:19](=[CH:20][CH:21]=2)[NH:18][CH:17]=[CH:16]3)[C:7]#[N:8])[CH:28]=[CH:29][C:30]=1[O:31][CH3:32]. (3) Given the reactants Cl.[CH2:2]1[CH2:8][NH:7][CH2:6][CH2:5][C:4]2[O:9][C:10]3[CH:15]=[C:14]([N:16]4[CH:21]=[CH:20][C:19]([O:22][CH2:23][C:24]5[CH:25]=[N:26][C:27]([C:30]([F:33])([F:32])[F:31])=[CH:28][CH:29]=5)=[CH:18][C:17]4=[O:34])[CH:13]=[CH:12][C:11]=3[C:3]1=2.C=O.[C:37](O[BH-](OC(=O)C)OC(=O)C)(=O)C.[Na+], predict the reaction product. The product is: [CH3:37][N:7]1[CH2:8][CH2:2][C:3]2[C:11]3[CH:12]=[CH:13][C:14]([N:16]4[CH:21]=[CH:20][C:19]([O:22][CH2:23][C:24]5[CH:25]=[N:26][C:27]([C:30]([F:31])([F:33])[F:32])=[CH:28][CH:29]=5)=[CH:18][C:17]4=[O:34])=[CH:15][C:10]=3[O:9][C:4]=2[CH2:5][CH2:6]1. (4) Given the reactants [NH2:1][C:2]1[CH:10]=[C:9]([O:11][CH3:12])[CH:8]=[C:7]([O:13][CH3:14])[C:3]=1[C:4]([NH2:6])=[O:5].[CH3:15]I, predict the reaction product. The product is: [CH3:14][O:13][C:7]1[CH:8]=[C:9]([O:11][CH3:12])[CH:10]=[C:2]([NH:1][CH3:15])[C:3]=1[C:4]([NH2:6])=[O:5]. (5) Given the reactants Cl[C:2]1[C:7]([N+:8]([O-:10])=[O:9])=[CH:6][N:5]=[C:4]2[CH:11]=[CH:12][S:13][C:3]=12.[NH2:14][CH:15]1[CH2:20][CH2:19][CH:18]([NH:21][C:22](=[O:28])[O:23][C:24]([CH3:27])([CH3:26])[CH3:25])[CH2:17][CH2:16]1.C(N(CC)CC)C, predict the reaction product. The product is: [N+:8]([C:7]1[C:2]([NH:14][CH:15]2[CH2:20][CH2:19][CH:18]([NH:21][C:22](=[O:28])[O:23][C:24]([CH3:26])([CH3:25])[CH3:27])[CH2:17][CH2:16]2)=[C:3]2[S:13][CH:12]=[CH:11][C:4]2=[N:5][CH:6]=1)([O-:10])=[O:9].